From a dataset of Catalyst prediction with 721,799 reactions and 888 catalyst types from USPTO. Predict which catalyst facilitates the given reaction. (1) Reactant: C(OC(=O)[N:7]([C:13]1[CH:18]=[C:17]([N:19]2[CH2:24][CH2:23][C:22]([F:26])([F:25])[CH2:21][CH2:20]2)[CH:16]=[C:15]([CH2:27][S:28][C:29]2[N:33]=[C:32]([CH3:34])[NH:31][N:30]=2)[N:14]=1)[CH2:8][C:9]([F:12])([F:11])[F:10])(C)(C)C.C(=O)([O-])[O-].[K+].[K+].O(CF)S([C:46](F)(F)[F:47])(=O)=O.[Cl-].[NH4+]. Product: [F:25][C:22]1([F:26])[CH2:21][CH2:20][N:19]([C:17]2[CH:16]=[C:15]([CH2:27][S:28][C:29]3[N:33]=[C:32]([CH3:34])[N:31]([CH2:46][F:47])[N:30]=3)[N:14]=[C:13]([NH:7][CH2:8][C:9]([F:11])([F:10])[F:12])[CH:18]=2)[CH2:24][CH2:23]1. The catalyst class is: 9. (2) Reactant: [F:1][C:2]1[CH:3]=[C:4]([O:9][C:10]2[CH:11]=[C:12]([CH:17]=[C:18]([O:20]S(C3C=CC(C)=CC=3)(=O)=O)[CH:19]=2)[C:13]([O:15][CH3:16])=[O:14])[CH:5]=[C:6]([F:8])[CH:7]=1.[OH-].[K+].O.Cl. Product: [F:1][C:2]1[CH:3]=[C:4]([O:9][C:10]2[CH:11]=[C:12]([CH:17]=[C:18]([OH:20])[CH:19]=2)[C:13]([O:15][CH3:16])=[O:14])[CH:5]=[C:6]([F:8])[CH:7]=1. The catalyst class is: 5.